This data is from Full USPTO retrosynthesis dataset with 1.9M reactions from patents (1976-2016). The task is: Predict the reactants needed to synthesize the given product. Given the product [CH3:14][N:15]1[CH:19]=[C:18]([C:2]2[C:7]3[N:8]=[C:9]([S:12][CH3:13])[N:10]=[CH:11][C:6]=3[CH:5]=[CH:4][N:3]=2)[CH:17]=[N:16]1, predict the reactants needed to synthesize it. The reactants are: Cl[C:2]1[C:7]2[N:8]=[C:9]([S:12][CH3:13])[N:10]=[CH:11][C:6]=2[CH:5]=[CH:4][N:3]=1.[CH3:14][N:15]1[CH:19]=[C:18](B2OC(C)(C)C(C)(C)O2)[CH:17]=[N:16]1.C(Cl)Cl.C(=O)([O-])[O-].[Na+].[Na+].